This data is from Reaction yield outcomes from USPTO patents with 853,638 reactions. The task is: Predict the reaction yield, written as a fraction of the theoretical maximum amount of product (1.0 means a 100% yield; for example, 0.34 means a 34% yield). (1) The product is [F:16][C:13]1[CH:12]=[C:3]2[C:2](=[CH:15][CH:14]=1)[NH:18][N:17]=[C:4]2[C:6]1[CH:11]=[CH:10][CH:9]=[CH:8][CH:7]=1. The catalyst is N1C=CC=CC=1. The reactants are F[C:2]1[CH:15]=[CH:14][C:13]([F:16])=[CH:12][C:3]=1[C:4]([C:6]1[CH:11]=[CH:10][CH:9]=[CH:8][CH:7]=1)=O.[NH2:17][NH2:18]. The yield is 0.400. (2) The reactants are [Br:1][CH2:2][CH2:3][CH2:4][CH2:5][C:6]1[CH:11]=[CH:10][C:9]([CH2:12][CH2:13][CH2:14][CH3:15])=[CH:8][CH:7]=1.[N:16]1[CH:21]=[CH:20][CH:19]=[CH:18][C:17]=1[CH3:22]. The catalyst is C(#N)C. The product is [Br-:1].[CH2:12]([C:9]1[CH:10]=[CH:11][C:6]([CH2:5][CH2:4][CH2:3][CH2:2][N+:16]2[CH:21]=[CH:20][CH:19]=[CH:18][C:17]=2[CH3:22])=[CH:7][CH:8]=1)[CH2:13][CH2:14][CH3:15]. The yield is 0.740.